Predict which catalyst facilitates the given reaction. From a dataset of Catalyst prediction with 721,799 reactions and 888 catalyst types from USPTO. (1) Reactant: Br[C:2]1[CH:7]=[CH:6][C:5]([C:8]2([NH:11][C:12](=[O:22])[O:13][C@H:14]3[CH:19]4[CH2:20][CH2:21][N:16]([CH2:17][CH2:18]4)[CH2:15]3)[CH2:10][CH2:9]2)=[CH:4][CH:3]=1.[F:23][C:24]1[CH:29]=[C:28]([F:30])[CH:27]=[CH:26][C:25]=1B(O)O. Product: [F:23][C:24]1[CH:29]=[C:28]([F:30])[CH:27]=[CH:26][C:25]=1[C:2]1[CH:7]=[CH:6][C:5]([C:8]2([NH:11][C:12](=[O:22])[O:13][C@H:14]3[CH:19]4[CH2:20][CH2:21][N:16]([CH2:17][CH2:18]4)[CH2:15]3)[CH2:10][CH2:9]2)=[CH:4][CH:3]=1. The catalyst class is: 318. (2) Reactant: [F:1][C:2]1[C:7]([F:8])=[CH:6][CH:5]=[CH:4][C:3]=1[C@:9]([NH:19][S@@:20]([C:22]([CH3:25])([CH3:24])[CH3:23])=[O:21])([CH3:18])[CH2:10][C:11](OC(C)(C)C)=[O:12].[BH4-].[Li+].CO. Product: [F:1][C:2]1[C:7]([F:8])=[CH:6][CH:5]=[CH:4][C:3]=1[C@@:9]([NH:19][S@@:20]([C:22]([CH3:25])([CH3:24])[CH3:23])=[O:21])([CH2:10][CH2:11][OH:12])[CH3:18]. The catalyst class is: 1. (3) Reactant: [C:1]([C:5]1[CH:9]=[C:8]([NH2:10])[N:7]([C:11]2[CH:16]=[CH:15][CH:14]=[CH:13][C:12]=2[CH3:17])[N:6]=1)([CH3:4])([CH3:3])[CH3:2].[Br:18]Br. Product: [Br:18][C:9]1[C:5]([C:1]([CH3:4])([CH3:3])[CH3:2])=[N:6][N:7]([C:11]2[CH:16]=[CH:15][CH:14]=[CH:13][C:12]=2[CH3:17])[C:8]=1[NH2:10]. The catalyst class is: 86.